Dataset: Reaction yield outcomes from USPTO patents with 853,638 reactions. Task: Predict the reaction yield, written as a fraction of the theoretical maximum amount of product (1.0 means a 100% yield; for example, 0.34 means a 34% yield). (1) The yield is 0.735. The product is [CH3:12][S:13][S:1][CH2:2][C:3]1[CH:11]=[CH:10][C:6]([C:7]([OH:9])=[O:8])=[CH:5][CH:4]=1. The catalyst is O.C(O)C. The reactants are [SH:1][CH2:2][C:3]1[CH:11]=[CH:10][C:6]([C:7]([OH:9])=[O:8])=[CH:5][CH:4]=1.[CH3:12][S:13]S(C)(=O)=O. (2) The reactants are [CH:1]([O:4][C:5]1[CH:10]=[CH:9][C:8]([C:11]2[N:15]([CH3:16])[N:14]=[CH:13][C:12]=2[CH:17]=O)=[CH:7][CH:6]=1)([CH3:3])[CH3:2].[CH3:19][N:20]([CH2:28][CH2:29][NH:30][CH3:31])[C:21](=[O:27])[O:22][C:23]([CH3:26])([CH3:25])[CH3:24].[BH3-]C#N.[Na+].O. The catalyst is CO.[Cl-].[Cl-].[Zn+2]. The product is [CH:1]([O:4][C:5]1[CH:6]=[CH:7][C:8]([C:11]2[N:15]([CH3:16])[N:14]=[CH:13][C:12]=2[CH2:17][N:30]([CH3:31])[CH2:29][CH2:28][N:20]([CH3:19])[C:21](=[O:27])[O:22][C:23]([CH3:24])([CH3:25])[CH3:26])=[CH:9][CH:10]=1)([CH3:2])[CH3:3]. The yield is 0.330.